This data is from Full USPTO retrosynthesis dataset with 1.9M reactions from patents (1976-2016). The task is: Predict the reactants needed to synthesize the given product. (1) Given the product [Cl:1][C:2]1[CH:3]=[C:4]([N:24]([C@H:27]2[CH2:28][CH2:29][C@H:30]([N:33]([CH3:34])[CH3:35])[CH2:31][CH2:32]2)[CH2:25][CH3:26])[C:5]([CH3:23])=[C:6]([CH:22]=1)[C:7]([NH:9][CH2:10][C:11]1[C:15](=[O:16])[N:14]([CH3:18])[NH:13][C:12]=1[CH:19]([CH3:21])[CH3:20])=[O:8], predict the reactants needed to synthesize it. The reactants are: [Cl:1][C:2]1[CH:3]=[C:4]([N:24]([C@H:27]2[CH2:32][CH2:31][C@H:30]([N:33]([CH3:35])[CH3:34])[CH2:29][CH2:28]2)[CH2:25][CH3:26])[C:5]([CH3:23])=[C:6]([CH:22]=1)[C:7]([NH:9][CH2:10][C:11]1[C:12]([CH:19]([CH3:21])[CH3:20])=[N:13][N:14]([CH3:18])[C:15]=1[O:16]C)=[O:8]. (2) Given the product [C:14]([CH:19]([NH:1][C:2]1[CH:9]=[CH:8][C:5]([C:6]#[N:7])=[CH:4][CH:3]=1)[C:18]1[CH:21]=[C:22]([O:36][CH3:37])[CH:23]=[C:24]([O:25][Si:26]([CH:27]([CH3:28])[CH3:29])([CH:33]([CH3:34])[CH3:35])[CH:30]([CH3:31])[CH3:32])[C:17]=1[F:16])#[N:15], predict the reactants needed to synthesize it. The reactants are: [NH2:1][C:2]1[CH:9]=[CH:8][C:5]([C:6]#[N:7])=[CH:4][CH:3]=1.C[Si]([C:14]#[N:15])(C)C.[F:16][C:17]1[C:24]([O:25][Si:26]([CH:33]([CH3:35])[CH3:34])([CH:30]([CH3:32])[CH3:31])[CH:27]([CH3:29])[CH3:28])=[CH:23][C:22]([O:36][CH3:37])=[CH:21][C:18]=1[CH:19]=O. (3) Given the product [Cl:53][C:52]1[C:51]([Cl:54])=[C:50]2[C:46]([CH2:47][C:48]([CH:57]3[CH2:58][CH2:59][CH2:60][CH2:61]3)([CH3:56])[C:49]2=[O:55])=[CH:45][C:44]=1[O:43][CH2:42][C:39]1[CH:38]=[CH:37][C:36]([C:24]#[N:25])=[CH:41][N:40]=1, predict the reactants needed to synthesize it. The reactants are: ClC1C(Cl)=C2C(CC(C3CCCC3)(C)C2=O)=CC=1O.BrC1C=C[C:24](CBr)=[N:25]C=1.C(=O)([O-])[O-].[K+].[K+].Br[C:36]1[CH:37]=[CH:38][C:39]([CH2:42][O:43][C:44]2[CH:45]=[C:46]3[C:50](=[C:51]([Cl:54])[C:52]=2[Cl:53])[C:49](=[O:55])[C:48]([CH:57]2[CH2:61][CH2:60][CH2:59][CH2:58]2)([CH3:56])[CH2:47]3)=[N:40][CH:41]=1. (4) The reactants are: [CH3:1][N:2]1[CH2:7][CH2:6][CH:5]([OH:8])[CH2:4][CH2:3]1.[H-].[Na+].F[C:12]1[CH:17]=[CH:16][C:15]([S:18]([NH2:21])(=[O:20])=[O:19])=[CH:14][C:13]=1[N+:22]([O-:24])=[O:23]. Given the product [CH3:1][N:2]1[CH2:7][CH2:6][CH:5]([O:8][C:12]2[CH:17]=[CH:16][C:15]([S:18]([NH2:21])(=[O:20])=[O:19])=[CH:14][C:13]=2[N+:22]([O-:24])=[O:23])[CH2:4][CH2:3]1, predict the reactants needed to synthesize it. (5) Given the product [CH3:1][O:2][C:3](=[O:15])[CH2:4][C:5]1[CH:10]=[CH:9][C:8]([Cl:11])=[CH:7][C:6]=1[NH:12][C:16](=[O:18])[CH3:17], predict the reactants needed to synthesize it. The reactants are: [CH3:1][O:2][C:3](=[O:15])[CH2:4][C:5]1[CH:10]=[CH:9][C:8]([Cl:11])=[CH:7][C:6]=1[N+:12]([O-])=O.[C:16](OC(=O)C)(=[O:18])[CH3:17].O. (6) Given the product [CH3:1][O:2][C@@H:3]1[C@@H:7]([O:8][CH3:9])[CH2:6][NH:5][CH2:4]1, predict the reactants needed to synthesize it. The reactants are: [CH3:1][O:2][C@@H:3]1[C@@H:7]([O:8][CH3:9])[CH2:6][N:5](C(OC(C)(C)C)=O)[CH2:4]1.